Dataset: Experimentally validated miRNA-target interactions with 360,000+ pairs, plus equal number of negative samples. Task: Binary Classification. Given a miRNA mature sequence and a target amino acid sequence, predict their likelihood of interaction. (1) The miRNA is mmu-miR-152-3p with sequence UCAGUGCAUGACAGAACUUGG. The protein sequence of the target gene is MLKKFDKKDEESGGGSNPFQHLEKSAVLQEARVFNETPINPRKCAHILTKILYLINQGEHLGTTEATEAFFAMTKLFQSNDPTLRRMCYLTIKEMSCIAEDVIIVTSSLTKDMTGKEDNYRGPAVRALCQITDSTMLQAIERYMKQAIVDKVPSVSSSALVSSLHLLKCSFDVVKRWVNEAQEAASSDNIMVQYHALGLLYHVRKNDRLAVNKMISKVTRHGLKSPFAYCMMIRVASKQLEEEDGSRDSPLFDFIESCLRNKHEMVVYEAASAIVNLPGCSAKELAPAVSVLQLFCSSPK.... Result: 0 (no interaction). (2) The miRNA is hsa-miR-16-5p with sequence UAGCAGCACGUAAAUAUUGGCG. Result: 1 (interaction). The protein sequence of the target gene is MATGGGAEEERKRGRPQLLPPARPAARGEEADGGREKMGWAQVVKNLAEKKGEFREPRPPRREEESGGGGGSAGLGGPAGLAAPDLGDFPPAGRGDPKGRRRDPAGEAVDPRKKKGAAEAGRRKKAEAAAAAMATPARPGEAEDAAERPLQDEPAAAAGPGKGRFLVRICFQGDEGACPTRDFVVGALILRSIGMDPSDIYAVIQIPGSREFDVSFRSAEKLALFLRVYEEKREQEDCWENFVVLGRSKSSLKTLFILFRNETVDVEDIVTWLKRHCDVLAVPVKVTDRFGIWTGEYKCE.... (3) The miRNA is hsa-miR-518c-3p with sequence CAAAGCGCUUCUCUUUAGAGUGU. The protein sequence of the target gene is MAALRDAEIQKDVQTYYGQVLKRSADLQTNGCVTTARPVPKHIREALQNVHEEVALRYYGCGLVIPEHLENCWILDLGSGSGRDCYVLSQLVGEKGHVTGIDMTKGQVEVAEKYLDYHMEKYGFQASNVTFIHGYIEKLGEAGIKNESHDIVVSNCVINLVPDKQQVLQEAYRVLKHGGELYFSDVYTSLELPEEIRTHKVLWGECLGGALYWKELAVLAQKIGFCPPRLVTANLITIQNKELERVIGDCRFVSATFRLFKHSKTGPTKRCQVIYNGGITGHEKELMFDANFTFKEGEIV.... Result: 0 (no interaction). (4) The miRNA is mmu-miR-3066-5p with sequence UUGGUUGCUGUAGAUUAAGUAG. The protein sequence of the target gene is MSSSIEQKKGSTRQRKCGFCKSNRDKECGQLLISENQKVAAHHKCMLFSSALVSSHSDNESLGGFSIEDVQKEIKRGTKLMCSLCHCPGATIGCDVKTCHRTYHYHCALHDKAQIREKPSQGIYMVYCRKHKKTAHNSEADLEESFNEHELEPSSPKTKKKSRKGRPRKTNLKGLPEDSRSTSSHGTDEMESSSYRDRSPHRSSPNDTRPKCGFCHVGEEENEARGKLHIFNAKKAAAHYKCMLFSSGTVQLTTTSRAEFGDFDIKTVLQEIKRGKRMKCTLCSQPGATIGCEIKACVKT.... Result: 0 (no interaction). (5) The miRNA is mmu-miR-200b-3p with sequence UAAUACUGCCUGGUAAUGAUGA. The protein sequence of the target gene is MKDRLEQLKAKQLTQDDDTDAVEIAIDNTAFMDEFFSEIEETRLNIDKISEHVEEAKKLYSIILSAPIPEPKTKDDLEQLTTEIKKRANNVRNKLKSMEKHIEEDEVRSSADLRIRKSQHSVLSRKFVEVMTKYNEAQVDFRERSKGRIQRQLEITGKKTTDEELEEMLESGNPAIFTSGIIDSQISKQALSEIEGRHKDIVRLESSIKELHDMFMDIAMLVENQGEMLDNIELNVMHTVDHVEKARDETKKAVKYQSQARKKLIIIIVLVVVLLGILALIIGLSVGLN. Result: 0 (no interaction). (6) Result: 1 (interaction). The protein sequence of the target gene is MMGLFPRTTGALAIFVVVILVHGELRIETKGQYDEEEMTMQQAKRRQKREWVKFAKPCREGEDNSKRNPIAKITSDYQATQKITYRISGVGIDQPPFGIFVVDKNTGDINITAIVDREETPSFLITCRALNAQGLDVEKPLILTVKILDINDNPPVFSQQIFMGEIEENSASNSLVMILNATDADEPNHLNSKIAFKIVSQEPAGTPMFLLSRNTGEVRTLTNSLDREQASSYRLVVSGADKDGEGLSTQCECNIKVKDVNDNFPMFRDSQYSARIEENILSSELLRFQVTDLDEEYTDN.... The miRNA is hsa-miR-1304-3p with sequence UCUCACUGUAGCCUCGAACCCC. (7) Result: 0 (no interaction). The protein sequence of the target gene is MALSGSTPAPCWEEDECLDYYGMLSLHRMFEVVGGQLTECELELLAFLLDEAPGAAGGLARARSGLELLLELERRGQCDESNLRLLGQLLRVLARHDLLPHLARKRRRPVSPERYSYGTSSSSKRTEGSCRRRRQSSSSANSQQGQWETGSPPTKRQRRSRGRPSGGARRRRRGAPAAPQQQSEPARPSSEGKVTCDIRLRVRAEYCEHGPALEQGVASRRPQALARQLDVFGQATAVLRSRDLGSVVCDIKFSELSYLDAFWGDYLSGALLQALRGVFLTEALREAVGREAVRLLVSVD.... The miRNA is hsa-miR-3199 with sequence AGGGACUGCCUUAGGAGAAAGUU.